From a dataset of Catalyst prediction with 721,799 reactions and 888 catalyst types from USPTO. Predict which catalyst facilitates the given reaction. Reactant: [CH3:1][O:2][C:3](=[O:22])[C:4]1[CH:9]=[CH:8][CH:7]=[C:6]([S:10][C:11]2[C:19]3[C:14](=[CH:15][C:16]([Cl:20])=[CH:17][CH:18]=3)[NH:13][C:12]=2[CH3:21])[CH:5]=1.Br.Br[CH2:25][C:26]1[CH:31]=[CH:30][CH:29]=[CH:28][N:27]=1.CC1NC2C(C=1SC1C=C(CC(O)=O)C=CC=1)=CC=CC=2.C(=O)([O-])[O-].[Cs+].[Cs+]. Product: [CH3:1][O:2][C:3](=[O:22])[C:4]1[CH:9]=[CH:8][CH:7]=[C:6]([S:10][C:11]2[C:19]3[C:14](=[CH:15][C:16]([Cl:20])=[CH:17][CH:18]=3)[N:13]([CH2:25][C:26]3[CH:31]=[CH:30][CH:29]=[CH:28][N:27]=3)[C:12]=2[CH3:21])[CH:5]=1. The catalyst class is: 31.